Predict the product of the given reaction. From a dataset of Forward reaction prediction with 1.9M reactions from USPTO patents (1976-2016). (1) Given the reactants C(=O)=O.[CH2:4]1[N:9]([CH2:10][CH2:11]O)[CH2:8][CH2:7]N(CCS(O)(=O)=O)[CH2:5]1.[Na+].[Cl-].[Cl-].[K+].[Cl-].[Cl-].[Ca+2].[O-]S([O-])(=O)=O.[Mg+2].O=[CH:33][C@@H:34]([C@H:36]([C@@H:38]([C@@H:40]([CH2:42]O)O)O)O)O.O=[C:45]1O[C@H:50]([C@H](CO)O)[C:48](O)=[C:46]1O.[CH3:56][N:57](CC1C=CC=CC=1)[CH2:58]C#C.C1C(C(O)CN)=CC(O)=C(O)C=1, predict the reaction product. The product is: [CH3:56][NH:57][CH2:58][CH2:11][CH2:10][N:9]1[C:4]2[CH:5]=[CH:45][CH:46]=[CH:48][C:50]=2[CH2:42][CH2:40][C:38]2[CH:36]=[CH:34][CH:33]=[CH:7][C:8]1=2. (2) Given the reactants CO[C:3](=[O:25])[CH:4]([C:8]1[N:12]2[CH:13]=[C:14]([CH3:17])[CH:15]=[CH:16][C:11]2=[N:10][C:9]=1[C:18]1[CH:23]=[CH:22][C:21]([CH3:24])=[CH:20][CH:19]=1)[CH2:5][CH:6]=O.[CH3:26][NH2:27].[BH4-].[Na+].O, predict the reaction product. The product is: [CH3:26][N:27]1[CH2:6][CH2:5][CH:4]([C:8]2[N:12]3[CH:13]=[C:14]([CH3:17])[CH:15]=[CH:16][C:11]3=[N:10][C:9]=2[C:18]2[CH:23]=[CH:22][C:21]([CH3:24])=[CH:20][CH:19]=2)[C:3]1=[O:25]. (3) The product is: [CH:23](=[CH:4][C:3]([O:10][CH3:11])([O:2][CH3:1])[C:25]([OH:26])=[O:12])[C:13]1[CH:18]=[CH:17][CH:16]=[CH:15][CH:14]=1. Given the reactants [CH3:1][O:2][CH:3]([O:10][CH3:11])[C:4]1C=CC=CC=1.[OH2:12].[C:13]1([CH3:23])[CH:18]=[CH:17][C:16](S(O)(=O)=O)=[CH:15][CH:14]=1.C[C:25](C)=[O:26], predict the reaction product. (4) The product is: [C:16]([C:4]1[CH:3]=[C:2]([Cl:1])[N:7]=[N:6][C:5]=1[C:14]([NH:12][NH2:25])=[O:15])(=[O:20])[CH3:17]. Given the reactants [Cl:1][C:2]1[N:7]=[N:6][C:5](C(O)=O)=[CH:4][CH:3]=1.C[N:12]([CH:14]=[O:15])C.[C:16](Cl)(=[O:20])[C:17](Cl)=O.C([N:25](CC)C(C)C)(C)C, predict the reaction product. (5) Given the reactants CS(O[CH2:6][CH:7]1[CH2:9][CH:8]1[C:10]([O:12][CH2:13][CH3:14])=[O:11])(=O)=O.[Br:15][C:16]1[CH:17]=[N:18][NH:19][CH:20]=1.[H-].[Na+], predict the reaction product. The product is: [Br:15][C:16]1[CH:17]=[N:18][N:19]([CH2:6][CH:7]2[CH2:9][CH:8]2[C:10]([O:12][CH2:13][CH3:14])=[O:11])[CH:20]=1. (6) Given the reactants [Cl:1][C:2]1[CH:3]=[C:4]2[C:9](=[CH:10][CH:11]=1)[C:8]([N:12]1[CH2:17][CH2:16][NH:15][CH:14]([C:18]([NH2:20])=[O:19])[CH2:13]1)=[N:7][CH:6]=[CH:5]2.C(N(CC)CC)C.[C:28](Cl)(=[O:31])[CH:29]=[CH2:30].O, predict the reaction product. The product is: [C:28]([N:15]1[CH2:16][CH2:17][N:12]([C:8]2[C:9]3[C:4](=[CH:3][C:2]([Cl:1])=[CH:11][CH:10]=3)[CH:5]=[CH:6][N:7]=2)[CH2:13][CH:14]1[C:18]([NH2:20])=[O:19])(=[O:31])[CH:29]=[CH2:30]. (7) Given the reactants [F:1][C:2]([F:51])([F:50])[C:3]1[CH:4]=[C:5]([CH:13]2[C:17]3([CH2:19][CH2:18]3)[N:16]([CH2:20][C:21]3[C:26]([C:27]4[CH:28]=[C:29]([C:35]5[CH:40]=[CH:39][C:38]([C:41]([O:43]C)=[O:42])=[CH:37][C:36]=5[CH3:45])[CH:30]=[CH:31][C:32]=4[O:33][CH3:34])=[CH:25][N:24]=[C:23]([N:46]([CH3:48])[CH3:47])[N:22]=3)[C:15](=[O:49])[O:14]2)[CH:6]=[C:7]([C:9]([F:12])([F:11])[F:10])[CH:8]=1.[OH-].[Li+].C(O)(C(F)(F)F)=O, predict the reaction product. The product is: [F:51][C:2]([F:1])([F:50])[C:3]1[CH:4]=[C:5]([CH:13]2[C:17]3([CH2:18][CH2:19]3)[N:16]([CH2:20][C:21]3[C:26]([C:27]4[CH:28]=[C:29]([C:35]5[CH:40]=[CH:39][C:38]([C:41]([OH:43])=[O:42])=[CH:37][C:36]=5[CH3:45])[CH:30]=[CH:31][C:32]=4[O:33][CH3:34])=[CH:25][N:24]=[C:23]([N:46]([CH3:47])[CH3:48])[N:22]=3)[C:15](=[O:49])[O:14]2)[CH:6]=[C:7]([C:9]([F:10])([F:11])[F:12])[CH:8]=1.